Regression. Given two drug SMILES strings and cell line genomic features, predict the synergy score measuring deviation from expected non-interaction effect. From a dataset of NCI-60 drug combinations with 297,098 pairs across 59 cell lines. (1) Drug 1: CC1C(C(CC(O1)OC2CC(CC3=C2C(=C4C(=C3O)C(=O)C5=C(C4=O)C(=CC=C5)OC)O)(C(=O)C)O)N)O.Cl. Drug 2: C1=NNC2=C1C(=O)NC=N2. Cell line: NCI-H226. Synergy scores: CSS=7.00, Synergy_ZIP=-3.65, Synergy_Bliss=0.543, Synergy_Loewe=-10.9, Synergy_HSA=-1.78. (2) Drug 1: C1CCN(CC1)CCOC2=CC=C(C=C2)C(=O)C3=C(SC4=C3C=CC(=C4)O)C5=CC=C(C=C5)O. Drug 2: COC1=C2C(=CC3=C1OC=C3)C=CC(=O)O2. Cell line: UO-31. Synergy scores: CSS=6.56, Synergy_ZIP=-1.48, Synergy_Bliss=2.02, Synergy_Loewe=3.16, Synergy_HSA=3.12. (3) Drug 1: C1C(C(OC1N2C=NC3=C(N=C(N=C32)Cl)N)CO)O. Drug 2: CC1=C(C(=CC=C1)Cl)NC(=O)C2=CN=C(S2)NC3=CC(=NC(=N3)C)N4CCN(CC4)CCO. Cell line: NCI-H322M. Synergy scores: CSS=-5.53, Synergy_ZIP=2.49, Synergy_Bliss=-2.51, Synergy_Loewe=-6.25, Synergy_HSA=-6.24. (4) Drug 1: C1CCC(CC1)NC(=O)N(CCCl)N=O. Drug 2: C1=CN(C=N1)CC(O)(P(=O)(O)O)P(=O)(O)O. Cell line: COLO 205. Synergy scores: CSS=2.52, Synergy_ZIP=-6.91, Synergy_Bliss=-12.3, Synergy_Loewe=-18.5, Synergy_HSA=-13.9.